From a dataset of Forward reaction prediction with 1.9M reactions from USPTO patents (1976-2016). Predict the product of the given reaction. Given the reactants [NH2:1][C:2]([CH3:29])([CH3:28])[C:3]#[C:4][C:5]1[N:10]=[CH:9][C:8]([C:11]2[CH:16]=[CH:15][N:14]=[C:13]([NH:17][CH:18]3[CH2:23][C:22]([CH3:25])([CH3:24])[NH:21][C:20]([CH3:27])([CH3:26])[CH2:19]3)[N:12]=2)=[CH:7][CH:6]=1, predict the reaction product. The product is: [NH2:1][C:2]([CH3:29])([CH3:28])[CH2:3][CH2:4][C:5]1[N:10]=[CH:9][C:8]([C:11]2[CH:16]=[CH:15][N:14]=[C:13]([NH:17][CH:18]3[CH2:23][C:22]([CH3:25])([CH3:24])[NH:21][C:20]([CH3:27])([CH3:26])[CH2:19]3)[N:12]=2)=[CH:7][CH:6]=1.